This data is from Peptide-MHC class I binding affinity with 185,985 pairs from IEDB/IMGT. The task is: Regression. Given a peptide amino acid sequence and an MHC pseudo amino acid sequence, predict their binding affinity value. This is MHC class I binding data. (1) The peptide sequence is KYYLAYTSY. The MHC is HLA-A11:01 with pseudo-sequence HLA-A11:01. The binding affinity (normalized) is 0.0847. (2) The peptide sequence is YGVKNLFDW. The MHC is HLA-B57:01 with pseudo-sequence HLA-B57:01. The binding affinity (normalized) is 0.662. (3) The peptide sequence is YSDIPRLKK. The MHC is HLA-A02:01 with pseudo-sequence HLA-A02:01. The binding affinity (normalized) is 0.